From a dataset of Full USPTO retrosynthesis dataset with 1.9M reactions from patents (1976-2016). Predict the reactants needed to synthesize the given product. (1) The reactants are: [CH2:1]([O:3][CH:4]([O:7][CH2:8][CH3:9])[CH2:5][NH2:6])[CH3:2].[N:10]#[C:11]Br. Given the product [CH2:1]([O:3][CH:4]([O:7][CH2:8][CH3:9])[CH2:5][N:6]=[C:11]=[NH:10])[CH3:2], predict the reactants needed to synthesize it. (2) Given the product [Cl:1][C:2]1[CH:3]=[CH:4][C:5]([CH:8]2[C:12]3[N:13]([CH3:19])[N:14]=[C:15]([CH:16]4[CH2:17][CH2:18]4)[C:11]=3[C:10](=[O:20])[N:9]2[C:22]2[CH:23]=[C:24]([NH:32][C:33](=[O:37])[O:34][CH2:35][CH3:36])[C:25]3[N:26]([C:28]([CH3:31])=[N:29][N:30]=3)[CH:27]=2)=[CH:6][CH:7]=1, predict the reactants needed to synthesize it. The reactants are: [Cl:1][C:2]1[CH:7]=[CH:6][C:5]([CH:8]2[C:12]3[N:13]([CH3:19])[N:14]=[C:15]([CH:16]4[CH2:18][CH2:17]4)[C:11]=3[C:10](=[O:20])[NH:9]2)=[CH:4][CH:3]=1.Br[C:22]1[CH:23]=[C:24]([NH:32][C:33](=[O:37])[O:34][CH2:35][CH3:36])[C:25]2[N:26]([C:28]([CH3:31])=[N:29][N:30]=2)[CH:27]=1. (3) Given the product [Br:1][C:2]1[CH:11]=[CH:10][C:5]2[N:6]([C:19]([C:20]3[CH:25]=[CH:24][CH:23]=[CH:22][CH:21]=3)([C:32]3[CH:33]=[CH:34][CH:35]=[CH:36][CH:37]=3)[C:26]3[CH:27]=[CH:28][CH:29]=[CH:30][CH:31]=3)[C:7](=[O:9])[O:8][C:4]=2[CH:3]=1, predict the reactants needed to synthesize it. The reactants are: [Br:1][C:2]1[CH:11]=[CH:10][C:5]2[NH:6][C:7](=[O:9])[O:8][C:4]=2[CH:3]=1.C(N(CC)CC)C.[C:19](Cl)([C:32]1[CH:37]=[CH:36][CH:35]=[CH:34][CH:33]=1)([C:26]1[CH:31]=[CH:30][CH:29]=[CH:28][CH:27]=1)[C:20]1[CH:25]=[CH:24][CH:23]=[CH:22][CH:21]=1.CCOC(C)=O. (4) Given the product [CH3:24][O:23][C:21](=[O:22])[C:20]([N:12]([C:4]1[CH:3]=[C:2]([Cl:1])[CH:7]=[CH:6][C:5]=1[C:8](=[O:11])[CH2:9][CH3:10])[C:13]1[CH:14]=[CH:15][CH:16]=[CH:17][CH:18]=1)=[O:25], predict the reactants needed to synthesize it. The reactants are: [Cl:1][C:2]1[CH:7]=[CH:6][C:5]([C:8](=[O:11])[CH2:9][CH3:10])=[C:4]([NH:12][C:13]2[CH:18]=[CH:17][CH:16]=[CH:15][CH:14]=2)[CH:3]=1.Cl[C:20](=[O:25])[C:21]([O:23][CH3:24])=[O:22]. (5) Given the product [CH:40]1([C:43]#[C:44][C:15]2[CH:14]=[N:13][N:11]3[CH:12]=[C:7]([C:5]4[CH:4]=[N:3][N:2]([CH3:1])[CH:6]=4)[CH:8]=[C:9]([O:16][CH2:17][C:18]4[CH:23]=[CH:22][CH:21]=[CH:20][N:19]=4)[C:10]=23)[CH2:42][CH2:41]1, predict the reactants needed to synthesize it. The reactants are: [CH3:1][N:2]1[CH:6]=[C:5]([C:7]2[CH:8]=[C:9]([O:16][CH2:17][C:18]3[CH:23]=[CH:22][CH:21]=[CH:20][N:19]=3)[C:10]3[N:11]([N:13]=[CH:14][CH:15]=3)[CH:12]=2)[CH:4]=[N:3]1.IN1C(=O)CCC1=O.[I-].C(N(CC)CC)C.[CH:40]1([C:43]#[CH:44])[CH2:42][CH2:41]1. (6) Given the product [Cl:1][C:2]1[CH:11]=[C:10]([Cl:12])[C:9]([C:23]2[CH:28]=[CH:27][CH:26]=[CH:25][N:24]=2)=[CH:8][C:3]=1[C:4]([O:6][CH3:7])=[O:5], predict the reactants needed to synthesize it. The reactants are: [Cl:1][C:2]1[CH:11]=[C:10]([Cl:12])[C:9](B2OC(C)(C)C(C)(C)O2)=[CH:8][C:3]=1[C:4]([O:6][CH3:7])=[O:5].Br[C:23]1[CH:28]=[CH:27][CH:26]=[CH:25][N:24]=1.C(=O)([O-])[O-].[K+].[K+].